From a dataset of Full USPTO retrosynthesis dataset with 1.9M reactions from patents (1976-2016). Predict the reactants needed to synthesize the given product. (1) Given the product [NH2:9][C:10]1[S:11][C:12]([Cl:1])=[C:13]([C:15](=[O:21])[C:16]([O:18][CH2:19][CH3:20])=[O:17])[N:14]=1, predict the reactants needed to synthesize it. The reactants are: [Cl:1]N1C(=O)CCC1=O.[NH2:9][C:10]1[S:11][CH:12]=[C:13]([C:15](=[O:21])[C:16]([O:18][CH2:19][CH3:20])=[O:17])[N:14]=1. (2) Given the product [Cl:21][C:17]1[C:15]2[N:16]=[C:12]([CH2:8][CH2:9][C:10]#[C:11][C:2]3[CH:7]=[CH:6][CH:5]=[CH:4][N:3]=3)[O:13][C:14]=2[CH:20]=[CH:19][CH:18]=1, predict the reactants needed to synthesize it. The reactants are: Br[C:2]1[CH:7]=[CH:6][CH:5]=[CH:4][N:3]=1.[CH2:8]([C:12]1[O:13][C:14]2[CH:20]=[CH:19][CH:18]=[C:17]([Cl:21])[C:15]=2[N:16]=1)[CH2:9][C:10]#[CH:11]. (3) Given the product [F:38][C:26]1([F:25])[O:27][C:28]2[CH:34]=[CH:33][CH:32]=[C:31]([C:2]3[N:7]=[CH:6][N:5]=[C:4]([NH:8][C:9]4[CH:10]=[C:11]([CH:22]=[CH:23][CH:24]=4)[CH2:12][S:13](=[N:16][C:17](=[O:21])[O:18][CH2:19][CH3:20])([CH3:15])=[O:14])[N:3]=3)[C:29]=2[O:30]1, predict the reactants needed to synthesize it. The reactants are: Cl[C:2]1[N:7]=[CH:6][N:5]=[C:4]([NH:8][C:9]2[CH:10]=[C:11]([CH:22]=[CH:23][CH:24]=2)[CH2:12][S:13](=[N:16][C:17](=[O:21])[O:18][CH2:19][CH3:20])([CH3:15])=[O:14])[N:3]=1.[F:25][C:26]1([F:38])[O:30][C:29]2[CH:31]=[CH:32][CH:33]=[C:34](B(O)O)[C:28]=2[O:27]1. (4) The reactants are: [CH2:1]([O:8][CH2:9][CH:10]=[CH2:11])[C:2]1[CH:7]=[CH:6][CH:5]=[CH:4][CH:3]=1.Cl[C:13](Cl)(Cl)[C:14](Cl)=[O:15].C(=O)([O-])O.[Na+].[Cl-].[NH4+]. Given the product [CH2:1]([O:8][CH2:9][CH:10]1[CH2:13][C:14](=[O:15])[CH2:11]1)[C:2]1[CH:7]=[CH:6][CH:5]=[CH:4][CH:3]=1, predict the reactants needed to synthesize it.